Dataset: Full USPTO retrosynthesis dataset with 1.9M reactions from patents (1976-2016). Task: Predict the reactants needed to synthesize the given product. (1) Given the product [Cl:1][C:2]1[C:11]([NH:12][S:23]([C:17]2[CH:18]=[CH:19][C:20]([O:21][CH3:22])=[C:15]([O:14][CH3:13])[CH:16]=2)(=[O:25])=[O:24])=[CH:10][C:5]2[C:6]([CH3:9])=[N:7][S:8][C:4]=2[CH:3]=1, predict the reactants needed to synthesize it. The reactants are: [Cl:1][C:2]1[C:11]([NH2:12])=[CH:10][C:5]2[C:6]([CH3:9])=[N:7][S:8][C:4]=2[CH:3]=1.[CH3:13][O:14][C:15]1[CH:16]=[C:17]([S:23](Cl)(=[O:25])=[O:24])[CH:18]=[CH:19][C:20]=1[O:21][CH3:22]. (2) Given the product [NH2:19][C:10]1[C:9]2[N:8]=[C:7]([CH2:20][O:21][CH2:22][CH3:23])[N:6]([NH:5][CH2:4][CH2:3][CH2:2][NH:1][S:32]([CH3:31])(=[O:34])=[O:33])[C:18]=2[C:17]2[CH:16]=[CH:15][CH:14]=[CH:13][C:12]=2[N:11]=1, predict the reactants needed to synthesize it. The reactants are: [NH2:1][CH2:2][CH2:3][CH2:4][NH:5][N:6]1[C:18]2[C:17]3[CH:16]=[CH:15][CH:14]=[CH:13][C:12]=3[N:11]=[C:10]([NH2:19])[C:9]=2[N:8]=[C:7]1[CH2:20][O:21][CH2:22][CH3:23].C(N(CC)CC)C.[CH3:31][S:32](Cl)(=[O:34])=[O:33].C(Cl)(Cl)Cl.